From a dataset of Experimental lipophilicity measurements (octanol/water distribution) for 4,200 compounds from AstraZeneca. Regression/Classification. Given a drug SMILES string, predict its absorption, distribution, metabolism, or excretion properties. Task type varies by dataset: regression for continuous measurements (e.g., permeability, clearance, half-life) or binary classification for categorical outcomes (e.g., BBB penetration, CYP inhibition). For this dataset (lipophilicity_astrazeneca), we predict Y. The drug is Cc1ccc2c(c1)c(-c1ccnc3c(C(F)(F)F)cccc13)c(C)n2CC(=O)O. The Y is 1.27 logD.